This data is from Reaction yield outcomes from USPTO patents with 853,638 reactions. The task is: Predict the reaction yield, written as a fraction of the theoretical maximum amount of product (1.0 means a 100% yield; for example, 0.34 means a 34% yield). (1) The catalyst is CN(C)C=O.O. The yield is 0.760. The product is [CH:1]([N:3]1[CH2:8][CH2:7][N:6]([CH2:9][CH2:10][S:12][C:13]2[NH:14][C:15]3[CH:21]=[CH:20][CH:19]=[CH:18][C:16]=3[N:17]=2)[CH2:5][CH2:4]1)=[O:2]. The reactants are [CH:1]([N:3]1[CH2:8][CH2:7][N:6]([CH2:9][CH2:10]O)[CH2:5][CH2:4]1)=[O:2].[SH:12][C:13]1[NH:14][C:15]2[CH:21]=[CH:20][CH:19]=[CH:18][C:16]=2[N:17]=1.C1(P(C2C=CC=CC=2)C2C=CC=CC=2)C=CC=CC=1.N(C(OCC)=O)=NC(OCC)=O. (2) The reactants are [F:1][C:2]1[CH:3]=[C:4]([N+:23]([O-])=O)[C:5]([N:8]([CH2:11][C:12]2[CH:22]=[CH:21][C:15]3[N:16]=[C:17]([S:19][CH3:20])[S:18][C:14]=3[CH:13]=2)[CH:9]=O)=[N:6][CH:7]=1. The catalyst is CCO.CC(O)=O.[Fe]. The product is [F:1][C:2]1[CH:3]=[C:4]2[N:23]=[CH:9][N:8]([CH2:11][C:12]3[CH:22]=[CH:21][C:15]4[N:16]=[C:17]([S:19][CH3:20])[S:18][C:14]=4[CH:13]=3)[C:5]2=[N:6][CH:7]=1. The yield is 0.280. (3) The reactants are C[N:2](C)/[CH:3]=[CH:4]/[C:5]([C:7]1[C:12](=[O:13])[CH:11]=[CH:10][N:9]([C:14]2[CH:19]=[CH:18][N:17]=[CH:16][CH:15]=2)[N:8]=1)=O.[Cl:21][C:22]1[N:27]=[C:26]([NH:28]N)[CH:25]=[CH:24][CH:23]=1.C(O)(=O)C. The catalyst is CCO. The product is [Cl:21][C:22]1[N:27]=[C:26]([N:28]2[C:5]([C:7]3[C:12](=[O:13])[CH:11]=[CH:10][N:9]([C:14]4[CH:19]=[CH:18][N:17]=[CH:16][CH:15]=4)[N:8]=3)=[CH:4][CH:3]=[N:2]2)[CH:25]=[CH:24][CH:23]=1. The yield is 0.120. (4) The reactants are C(OC([N:8]1[C:12]2[CH:13]=[CH:14][CH:15]=[CH:16][C:11]=2[N:10]=[C:9]1[CH2:17][N:18]([CH2:31][CH2:32][CH2:33][CH2:34][N:35]1C(=O)C2C(=CC=CC=2)C1=O)[CH:19]1[C:28]2[N:27]=[CH:26][CH:25]=[C:24]([O:29][CH3:30])[C:23]=2[CH2:22][CH2:21][CH2:20]1)=O)(C)(C)C.O.NN. The catalyst is C(O)C. The product is [NH:8]1[C:12]2[CH:13]=[CH:14][CH:15]=[CH:16][C:11]=2[N:10]=[C:9]1[CH2:17][N:18]([CH:19]1[C:28]2[N:27]=[CH:26][CH:25]=[C:24]([O:29][CH3:30])[C:23]=2[CH2:22][CH2:21][CH2:20]1)[CH2:31][CH2:32][CH2:33][CH2:34][NH2:35]. The yield is 0.680. (5) The reactants are [NH2:1][C:2]1[S:3][CH:4]=[CH:5][C:6]=1[CH:7]=O.[C:9](#[N:13])[CH2:10][C:11]#[N:12]. The catalyst is C(O)C.N1CCCCC1. The yield is 0.960. The product is [NH2:13][C:9]1[N:1]=[C:2]2[S:3][CH:4]=[CH:5][C:6]2=[CH:7][C:10]=1[C:11]#[N:12]. (6) The reactants are [CH3:1][O:2][C:3](=[O:17])[CH2:4][CH2:5][C:6]1[C:14]2[C:9](=[CH:10][CH:11]=[C:12]([O:15][CH3:16])[CH:13]=2)[NH:8][CH:7]=1.[H-].[Na+].[CH3:20][O:21][C:22]1[CH:27]=[CH:26][C:25]([S:28](Cl)(=[O:30])=[O:29])=[CH:24][CH:23]=1. The yield is 0.610. The catalyst is CN(C=O)C. The product is [CH3:1][O:2][C:3](=[O:17])[CH2:4][CH2:5][C:6]1[C:14]2[C:9](=[CH:10][CH:11]=[C:12]([O:15][CH3:16])[CH:13]=2)[N:8]([S:28]([C:25]2[CH:24]=[CH:23][C:22]([O:21][CH3:20])=[CH:27][CH:26]=2)(=[O:30])=[O:29])[CH:7]=1.